This data is from Reaction yield outcomes from USPTO patents with 853,638 reactions. The task is: Predict the reaction yield, written as a fraction of the theoretical maximum amount of product (1.0 means a 100% yield; for example, 0.34 means a 34% yield). (1) The reactants are [CH3:1][C:2]1[CH:3]=[C:4]([CH:7]=[CH:8][C:9]=1[CH3:10])[CH2:5]Cl.[C-:11]#[N:12].[Na+]. The catalyst is CN(C)C=O.O. The product is [CH3:1][C:2]1[CH:3]=[C:4]([CH2:5][C:11]#[N:12])[CH:7]=[CH:8][C:9]=1[CH3:10]. The yield is 1.00. (2) The reactants are Cl.[OH:2][C@H:3]1[CH2:7][CH2:6][NH:5][CH2:4]1.[I-].[Na+].C(=O)([O-])[O-].[K+].[K+].[C:16]([O:19][CH2:20][CH3:21])(=O)[CH3:17].O. The catalyst is CN(C=O)C. The product is [OH:2][C@H:3]1[CH2:7][CH2:6][N:5]([CH2:21][CH2:20][O:19][C:16]2[CH:17]=[CH:6][CH:7]=[CH:3][CH:4]=2)[CH2:4]1. The yield is 0.480.